This data is from Full USPTO retrosynthesis dataset with 1.9M reactions from patents (1976-2016). The task is: Predict the reactants needed to synthesize the given product. (1) Given the product [C:1]([O:5][C:6](=[O:24])[NH:7][C:8]1[CH:13]=[C:12]([N:14]([CH:16]2[CH2:17][CH2:18]2)[CH3:15])[C:11]([C:19]([F:22])([F:21])[F:20])=[CH:10][C:9]=1[NH:23][C:30](=[O:29])[CH2:31][C:32]([C:34]1[CH:39]=[CH:38][N:37]=[C:36]([C:40]#[N:41])[CH:35]=1)=[O:33])([CH3:4])([CH3:2])[CH3:3], predict the reactants needed to synthesize it. The reactants are: [C:1]([O:5][C:6](=[O:24])[NH:7][C:8]1[CH:13]=[C:12]([N:14]([CH:16]2[CH2:18][CH2:17]2)[CH3:15])[C:11]([C:19]([F:22])([F:21])[F:20])=[CH:10][C:9]=1[NH2:23])([CH3:4])([CH3:3])[CH3:2].C([O:29][C:30](=O)[CH2:31][C:32]([C:34]1[CH:39]=[CH:38][N:37]=[C:36]([C:40]#[N:41])[CH:35]=1)=[O:33])(C)(C)C. (2) Given the product [CH3:1][CH:2]([CH2:6][CH2:7][CH2:8][CH3:9])[C:3]([O:5][CH2:13][CH:10]1[CH2:12][CH2:11]1)=[O:4], predict the reactants needed to synthesize it. The reactants are: [CH3:1][CH:2]([CH2:6][CH2:7][CH2:8][CH3:9])[C:3]([OH:5])=[O:4].[CH:10]1([CH2:13]O)[CH2:12][CH2:11]1. (3) Given the product [C:1]([O:19][CH2:18][C:17]([CH3:20])([CH3:21])[CH2:16][N:15]1[C:9]2[CH:8]=[CH:7][C:6]([Cl:5])=[CH:48][C:10]=2[C@@H:11]([C:38]2[CH:43]=[CH:42][CH:41]=[C:40]([O:44][CH3:45])[C:39]=2[O:46][CH3:47])[O:12][C@H:13]([CH2:23][C:24]([NH:26][CH2:27][C:28]2[CH:33]=[CH:32][C:31]([CH2:34][C:35]([OH:37])=[O:36])=[CH:30][CH:29]=2)=[O:25])[C:14]1=[O:22])(=[O:3])[CH3:2], predict the reactants needed to synthesize it. The reactants are: [C:1](Cl)(=[O:3])[CH3:2].[Cl:5][C:6]1[CH:7]=[CH:8][C:9]2[N:15]([CH2:16][C:17]([CH3:21])([CH3:20])[CH2:18][OH:19])[C:14](=[O:22])[C@@H:13]([CH2:23][C:24]([NH:26][CH2:27][C:28]3[CH:33]=[CH:32][C:31]([CH2:34][C:35]([OH:37])=[O:36])=[CH:30][CH:29]=3)=[O:25])[O:12][C@H:11]([C:38]3[CH:43]=[CH:42][CH:41]=[C:40]([O:44][CH3:45])[C:39]=3[O:46][CH3:47])[C:10]=2[CH:48]=1.N1C=CC=CC=1.C(OCC)(=O)C. (4) Given the product [NH2:4][C:3]1[CH:5]=[CH:6][C:7]([N:10]2[CH2:11][CH2:12][N:13]([CH2:24][CH2:25][CH2:26][CH2:27][O:28][C:29]3[CH:38]=[C:37]4[C:32]([CH2:33][CH2:34][C:35](=[O:39])[NH:36]4)=[CH:31][CH:30]=3)[CH2:14][CH2:15]2)=[C:8]([Cl:9])[C:2]=1[Cl:1], predict the reactants needed to synthesize it. The reactants are: [Cl:1][C:2]1[C:8]([Cl:9])=[C:7]([N:10]2[CH2:15][CH2:14][NH:13][CH2:12][CH2:11]2)[CH:6]=[CH:5][C:3]=1[NH2:4].C(O)(C(F)(F)F)=O.Br[CH2:24][CH2:25][CH2:26][CH2:27][O:28][C:29]1[CH:38]=[C:37]2[C:32]([CH2:33][CH2:34][C:35](=[O:39])[NH:36]2)=[CH:31][CH:30]=1.C([O-])([O-])=O.[K+].[K+]. (5) Given the product [C:13]([O:12][C:10]([NH:1][C@@H:2]([CH2:3][C:4]#[N:5])[C:7]([NH:32][C:33]1[CH:45]=[CH:44][C:36]([C:37]([O:39][C:40]([CH3:41])([CH3:42])[CH3:43])=[O:38])=[CH:35][CH:34]=1)=[O:9])=[O:11])([CH3:16])([CH3:15])[CH3:14], predict the reactants needed to synthesize it. The reactants are: [NH:1]([C:10]([O:12][C:13]([CH3:16])([CH3:15])[CH3:14])=[O:11])[C@H:2]([C:7]([OH:9])=O)[CH2:3][C:4](=O)[NH2:5].C1CCC(N=C=NC2CCCCC2)CC1.[NH2:32][C:33]1[CH:45]=[CH:44][C:36]([C:37]([O:39][C:40]([CH3:43])([CH3:42])[CH3:41])=[O:38])=[CH:35][CH:34]=1.CCOC(C)=O. (6) Given the product [CH2:20]([O:19][C:17]([C:2]1[CH:7]=[C:6]2[NH:8][N:9]=[CH:10][C:5]2=[N:4][CH:3]=1)=[O:18])[CH3:21], predict the reactants needed to synthesize it. The reactants are: Br[C:2]1[CH:3]=[N:4][C:5]2[CH:10]=[N:9][NH:8][C:6]=2[CH:7]=1.C([Li])CCC.Cl[C:17]([O:19][CH2:20][CH3:21])=[O:18]. (7) Given the product [C:44]([C:41]([C:37]1[CH:36]=[C:35]([C:34]([NH:33][C:28]2[CH:29]=[CH:30][C:31]([CH3:32])=[C:26]([CH:27]=2)[O:25][C:23]2[CH:22]=[CH:21][C:20]3[N:19]([N:18]=[C:17]([NH:16][C:7]([C:2]4[CH:3]=[CH:4][CH:5]=[CH:6][N:1]=4)=[O:9])[N:47]=3)[CH:24]=2)=[O:46])[CH:40]=[CH:39][CH:38]=1)([CH3:43])[CH3:42])#[N:45], predict the reactants needed to synthesize it. The reactants are: [N:1]1[CH:6]=[CH:5][CH:4]=[CH:3][C:2]=1[C:7]([OH:9])=O.C(Cl)(=O)C(Cl)=O.[NH2:16][C:17]1[N:47]=[C:20]2[CH:21]=[CH:22][C:23]([O:25][C:26]3[CH:27]=[C:28]([NH:33][C:34](=[O:46])[C:35]4[CH:40]=[CH:39][CH:38]=[C:37]([C:41]([C:44]#[N:45])([CH3:43])[CH3:42])[CH:36]=4)[CH:29]=[CH:30][C:31]=3[CH3:32])=[CH:24][N:19]2[N:18]=1.C(=O)([O-])O.[Na+]. (8) The reactants are: [CH3:1][O:2][C:3](=[O:23])[CH:4]([C:6]1[CH:7]=[N:8][CH:9]=[C:10]([C:12]2[CH:17]=[CH:16][C:15]([F:18])=[CH:14][C:13]=2[CH2:19][NH:20][CH2:21][CH3:22])[CH:11]=1)[CH3:5].[CH2:24]([N:31]=[C:32]=[O:33])[C:25]1[CH:30]=[CH:29][CH:28]=[CH:27][CH:26]=1. Given the product [CH3:1][O:2][C:3](=[O:23])[CH:4]([C:6]1[CH:7]=[N:8][CH:9]=[C:10]([C:12]2[CH:17]=[CH:16][C:15]([F:18])=[CH:14][C:13]=2[CH2:19][N:20]([CH2:21][CH3:22])[C:32]([NH:31][CH2:24][C:25]2[CH:30]=[CH:29][CH:28]=[CH:27][CH:26]=2)=[O:33])[CH:11]=1)[CH3:5], predict the reactants needed to synthesize it. (9) Given the product [Cl:1][C:2]1[CH:7]=[CH:6][C:5]([CH2:8][CH2:9][NH:10][C:25](=[O:26])[C:24]2[CH:28]=[CH:29][C:21]([Cl:20])=[C:22]([N+:30]([O-:32])=[O:31])[CH:23]=2)=[CH:4][CH:3]=1, predict the reactants needed to synthesize it. The reactants are: [Cl:1][C:2]1[CH:7]=[CH:6][C:5]([CH2:8][CH2:9][NH2:10])=[CH:4][CH:3]=1.CCN(C(C)C)C(C)C.[Cl:20][C:21]1[CH:29]=[CH:28][C:24]([C:25](Cl)=[O:26])=[CH:23][C:22]=1[N+:30]([O-:32])=[O:31].